From a dataset of NCI-60 drug combinations with 297,098 pairs across 59 cell lines. Regression. Given two drug SMILES strings and cell line genomic features, predict the synergy score measuring deviation from expected non-interaction effect. (1) Drug 1: C1=C(C(=O)NC(=O)N1)N(CCCl)CCCl. Drug 2: C1=NC2=C(N=C(N=C2N1C3C(C(C(O3)CO)O)F)Cl)N. Cell line: UACC-257. Synergy scores: CSS=24.9, Synergy_ZIP=-6.31, Synergy_Bliss=-0.427, Synergy_Loewe=-11.6, Synergy_HSA=-0.626. (2) Drug 1: CS(=O)(=O)C1=CC(=C(C=C1)C(=O)NC2=CC(=C(C=C2)Cl)C3=CC=CC=N3)Cl. Drug 2: C(CN)CNCCSP(=O)(O)O. Cell line: HCT116. Synergy scores: CSS=4.51, Synergy_ZIP=-1.37, Synergy_Bliss=-2.25, Synergy_Loewe=-4.27, Synergy_HSA=-3.23. (3) Drug 1: CCC1=CC2CC(C3=C(CN(C2)C1)C4=CC=CC=C4N3)(C5=C(C=C6C(=C5)C78CCN9C7C(C=CC9)(C(C(C8N6C)(C(=O)OC)O)OC(=O)C)CC)OC)C(=O)OC.C(C(C(=O)O)O)(C(=O)O)O. Drug 2: C1C(C(OC1N2C=NC(=NC2=O)N)CO)O. Cell line: HL-60(TB). Synergy scores: CSS=65.0, Synergy_ZIP=4.03, Synergy_Bliss=5.48, Synergy_Loewe=3.54, Synergy_HSA=7.06. (4) Drug 1: CN(C)N=NC1=C(NC=N1)C(=O)N. Drug 2: CCCCC(=O)OCC(=O)C1(CC(C2=C(C1)C(=C3C(=C2O)C(=O)C4=C(C3=O)C=CC=C4OC)O)OC5CC(C(C(O5)C)O)NC(=O)C(F)(F)F)O. Cell line: HOP-62. Synergy scores: CSS=-5.15, Synergy_ZIP=0.586, Synergy_Bliss=-3.68, Synergy_Loewe=-7.10, Synergy_HSA=-7.10. (5) Drug 1: COC1=NC(=NC2=C1N=CN2C3C(C(C(O3)CO)O)O)N. Drug 2: CN(CCCl)CCCl.Cl. Cell line: HL-60(TB). Synergy scores: CSS=39.8, Synergy_ZIP=-5.43, Synergy_Bliss=-4.54, Synergy_Loewe=-31.3, Synergy_HSA=-1.29. (6) Drug 1: CCC1=C2CN3C(=CC4=C(C3=O)COC(=O)C4(CC)O)C2=NC5=C1C=C(C=C5)O. Drug 2: CC12CCC3C(C1CCC2O)C(CC4=C3C=CC(=C4)O)CCCCCCCCCS(=O)CCCC(C(F)(F)F)(F)F. Cell line: MOLT-4. Synergy scores: CSS=13.6, Synergy_ZIP=-2.30, Synergy_Bliss=-2.92, Synergy_Loewe=-41.4, Synergy_HSA=-7.89. (7) Drug 1: CC12CCC3C(C1CCC2=O)CC(=C)C4=CC(=O)C=CC34C. Drug 2: C1C(C(OC1N2C=NC(=NC2=O)N)CO)O. Cell line: KM12. Synergy scores: CSS=52.3, Synergy_ZIP=-5.67, Synergy_Bliss=-8.28, Synergy_Loewe=-7.05, Synergy_HSA=-6.29. (8) Cell line: RPMI-8226. Drug 1: CC1OCC2C(O1)C(C(C(O2)OC3C4COC(=O)C4C(C5=CC6=C(C=C35)OCO6)C7=CC(=C(C(=C7)OC)O)OC)O)O. Drug 2: C1=NC2=C(N1)C(=S)N=CN2. Synergy scores: CSS=52.4, Synergy_ZIP=-6.35, Synergy_Bliss=-8.74, Synergy_Loewe=-8.70, Synergy_HSA=-4.86. (9) Drug 1: CC(C)CN1C=NC2=C1C3=CC=CC=C3N=C2N. Drug 2: COCCOC1=C(C=C2C(=C1)C(=NC=N2)NC3=CC=CC(=C3)C#C)OCCOC.Cl. Cell line: LOX IMVI. Synergy scores: CSS=8.00, Synergy_ZIP=1.23, Synergy_Bliss=-5.15, Synergy_Loewe=-1.63, Synergy_HSA=-3.06. (10) Drug 1: CC1=C2C(C(=O)C3(C(CC4C(C3C(C(C2(C)C)(CC1OC(=O)C(C(C5=CC=CC=C5)NC(=O)OC(C)(C)C)O)O)OC(=O)C6=CC=CC=C6)(CO4)OC(=O)C)OC)C)OC. Drug 2: B(C(CC(C)C)NC(=O)C(CC1=CC=CC=C1)NC(=O)C2=NC=CN=C2)(O)O. Cell line: SN12C. Synergy scores: CSS=68.3, Synergy_ZIP=20.3, Synergy_Bliss=19.7, Synergy_Loewe=19.3, Synergy_HSA=21.4.